This data is from Reaction yield outcomes from USPTO patents with 853,638 reactions. The task is: Predict the reaction yield, written as a fraction of the theoretical maximum amount of product (1.0 means a 100% yield; for example, 0.34 means a 34% yield). (1) The reactants are [C:1]([Si:5]([O:18][C@H:19]([CH2:23][CH3:24])[C:20](C)=[CH2:21])([C:12]1[CH:17]=[CH:16][CH:15]=[CH:14][CH:13]=1)[C:6]1[CH:11]=[CH:10][CH:9]=[CH:8][CH:7]=1)([CH3:4])([CH3:3])[CH3:2].N1C(C)=CC=CC=1C.I([O-])(=O)(=O)=[O:34].[Na+]. The catalyst is C1COCC1.O. The product is [Si:5]([O:18][C@H:19]([CH2:23][CH3:24])[C:20](=[O:34])[CH3:21])([C:1]([CH3:4])([CH3:2])[CH3:3])([C:6]1[CH:7]=[CH:8][CH:9]=[CH:10][CH:11]=1)[C:12]1[CH:17]=[CH:16][CH:15]=[CH:14][CH:13]=1. The yield is 1.00. (2) The reactants are [NH:1]1[C:9]2[C:4](=[CH:5][CH:6]=[CH:7][CH:8]=2)[C:3]([CH:10]2[C:15](=[O:16])[CH2:14][C:13]([CH3:18])([CH3:17])[CH2:12][C:11]2=O)=[CH:2]1.[NH2:20][C:21]1C=CC(OC)=CC=1C(O)=O.[C:32](O)(=[O:40])C1C(=CC=CC=1)N. The catalyst is C1(C)C=CC=CC=1. The product is [CH3:32][O:40][C:6]1[CH:7]=[CH:8][C:9]2[NH:1][C:2]3[CH:21]=[N:20][C:11]4[CH2:12][C:13]([CH3:17])([CH3:18])[CH2:14][C:15](=[O:16])[C:10]=4[C:3]=3[C:4]=2[CH:5]=1. The yield is 0.890. (3) The reactants are [CH2:1]([O:8][C:9]1[C:14](OC)=[CH:13][C:12](B(O)O)=[C:11]([O:20][CH3:21])[CH:10]=1)[C:2]1[CH:7]=[CH:6][CH:5]=[CH:4][CH:3]=1.[CH3:22][O:23][C:24](=[O:42])[C:25]1[CH:30]=[C:29]([C:31](=[O:33])[CH3:32])[CH:28]=[CH:27][C:26]=1OS(C(F)(F)F)(=O)=O.C([O-])([O-])=O.[K+].[K+].O. The catalyst is [Cl-].[Na+].O.C1C=CC([P]([Pd]([P](C2C=CC=CC=2)(C2C=CC=CC=2)C2C=CC=CC=2)([P](C2C=CC=CC=2)(C2C=CC=CC=2)C2C=CC=CC=2)[P](C2C=CC=CC=2)(C2C=CC=CC=2)C2C=CC=CC=2)(C2C=CC=CC=2)C2C=CC=CC=2)=CC=1.C(OCC)(=O)C. The product is [CH3:22][O:23][C:24]([C:25]1[C:26]([C:12]2[CH:13]=[CH:14][C:9]([O:8][CH2:1][C:2]3[CH:3]=[CH:4][CH:5]=[CH:6][CH:7]=3)=[CH:10][C:11]=2[O:20][CH3:21])=[CH:27][CH:28]=[C:29]([C:31](=[O:33])[CH3:32])[CH:30]=1)=[O:42]. The yield is 0.990. (4) The reactants are [CH3:1][N:2]([CH3:7])[CH2:3][C:4](O)=[O:5].C(N(CC)CC)C.CN(C(ON1N=NC2C=CC=NC1=2)=[N+](C)C)C.F[P-](F)(F)(F)(F)F.Cl.[NH2:40][CH2:41][CH2:42][O:43][C:44]1[CH:49]=[CH:48][C:47]([NH:50][C:51](=[O:60])[C:52]2[CH:57]=[CH:56][CH:55]=[C:54]([O:58][CH3:59])[CH:53]=2)=[CH:46][C:45]=1[C:61]1[N:65]([CH3:66])[N:64]=[CH:63][CH:62]=1.CCOCC. The catalyst is ClCCl.Cl. The product is [CH3:1][N:2]([CH3:7])[CH2:3][C:4]([NH:40][CH2:41][CH2:42][O:43][C:44]1[CH:49]=[CH:48][C:47]([NH:50][C:51](=[O:60])[C:52]2[CH:57]=[CH:56][CH:55]=[C:54]([O:58][CH3:59])[CH:53]=2)=[CH:46][C:45]=1[C:61]1[N:65]([CH3:66])[N:64]=[CH:63][CH:62]=1)=[O:5]. The yield is 0.430. (5) No catalyst specified. The reactants are [CH3:1][O:2][C:3]1[CH:4]=[CH:5][C:6]([N:16]2[CH:20]=[C:19]([C:21]([F:24])([F:23])[F:22])[N:18]=[N:17]2)=[C:7]([C:9]2[N:14]=[CH:13][N:12]=[C:11]([OH:15])[CH:10]=2)[CH:8]=1.N[C@@H:26]1[C:42]2[CH:43]=[C:38]([CH:39]=[CH:40][N:41]=2)[C:37]2[N:36]([CH:44]([F:46])[F:45])[N:35]=[CH:34][C:33]=2[NH:32][C:31](=[O:47])[C@H:30]([CH3:48])[CH2:29][CH2:28][CH2:27]1.CN(C(ON1N=NC2C=CC=NC1=2)=[N+](C)C)C.F[P-](F)(F)(F)(F)F.C1CCN2C(=NCCC2)CC1. The product is [F:46][CH:44]([F:45])[N:36]1[N:35]=[CH:34][C:33]2[NH:32][C:31](=[O:47])[C@H:30]([CH3:48])[CH2:29][CH2:28][CH2:27][C@H:26]([N:12]3[C:11](=[O:15])[CH:10]=[C:9]([C:7]4[CH:8]=[C:3]([O:2][CH3:1])[CH:4]=[CH:5][C:6]=4[N:16]4[CH:20]=[C:19]([C:21]([F:24])([F:22])[F:23])[N:18]=[N:17]4)[N:14]=[CH:13]3)[C:42]3[CH:43]=[C:38]([CH:39]=[CH:40][N:41]=3)[C:37]1=2. The yield is 0.500.